Dataset: Catalyst prediction with 721,799 reactions and 888 catalyst types from USPTO. Task: Predict which catalyst facilitates the given reaction. (1) Reactant: [Br:1][C:2]1[CH:3]=[C:4]([NH:16][S:17]([CH3:20])(=[O:19])=[O:18])[C:5]([NH:8]C(=O)OC(C)(C)C)=[N:6][CH:7]=1. Product: [NH2:8][C:5]1[C:4]([NH:16][S:17]([CH3:20])(=[O:19])=[O:18])=[CH:3][C:2]([Br:1])=[CH:7][N:6]=1. The catalyst class is: 71. (2) Reactant: C1CCN2C(=NCCC2)CC1.[CH2:12](Br)[C:13]1[CH:18]=[CH:17][CH:16]=[CH:15][CH:14]=1.[C:20]([O:24][C:25]([N:27]1[CH2:31][CH2:30][C@H:29]([C:32]([OH:34])=[O:33])[CH2:28]1)=[O:26])([CH3:23])([CH3:22])[CH3:21]. Product: [N:27]1([C:25]([O:24][C:20]([CH3:23])([CH3:22])[CH3:21])=[O:26])[CH2:31][CH2:30][C@H:29]([C:32]([O:34][CH2:12][C:13]2[CH:18]=[CH:17][CH:16]=[CH:15][CH:14]=2)=[O:33])[CH2:28]1. The catalyst class is: 11. (3) Reactant: [CH3:1][C:2]1[C:3]([CH2:9][NH:10][C@@H:11]2[C:20]3[N:19]=[CH:18][CH:17]=[CH:16][C:15]=3[CH2:14][CH2:13][CH2:12]2)=[N:4][CH:5]=[C:6]([CH3:8])[CH:7]=1.[CH3:21][O:22][C:23](=[O:36])[C:24]1[CH:33]=[CH:32][C:31]([CH2:34]Br)=[C:26]([C:27]([O:29][CH3:30])=[O:28])[CH:25]=1.CCN(C(C)C)C(C)C. Product: [CH3:21][O:22][C:23](=[O:36])[C:24]1[CH:33]=[CH:32][C:31]([CH2:34][N:10]([CH2:9][C:3]2[C:2]([CH3:1])=[CH:7][C:6]([CH3:8])=[CH:5][N:4]=2)[CH:11]2[C:20]3[N:19]=[CH:18][CH:17]=[CH:16][C:15]=3[CH2:14][CH2:13][CH2:12]2)=[C:26]([C:27]([O:29][CH3:30])=[O:28])[CH:25]=1. The catalyst class is: 23. (4) Reactant: [Cl:1][C:2]1[CH:7]=[C:6]2[NH:8][C:9](=[O:31])[C:10]3([CH:15]([C:16]4[CH:21]=[C:20]([C:22](O)=[O:23])[CH:19]=[C:18]([Cl:25])[CH:17]=4)[CH2:14][C:13](=[O:26])[NH:12][CH:11]3[C:27](=[CH2:30])[CH2:28][CH3:29])[C:5]2=[CH:4][CH:3]=1.N1C(F)=NC(F)=NC=1[F:34].N1C=CC=CC=1. Product: [Cl:1][C:2]1[CH:7]=[C:6]2[NH:8][C:9](=[O:31])[C:10]3([CH:15]([C:16]4[CH:21]=[C:20]([C:22]([F:34])=[O:23])[CH:19]=[C:18]([Cl:25])[CH:17]=4)[CH2:14][C:13](=[O:26])[NH:12][CH:11]3[C:27](=[CH2:30])[CH2:28][CH3:29])[C:5]2=[CH:4][CH:3]=1. The catalyst class is: 4. (5) Reactant: [CH:1]1[C:2]2[C:17](=[O:18])[C:16]([C:19]([OH:21])=[O:20])=[CH:15][N:14]([CH:22]3[CH2:24][CH2:23]3)[C:3]=2[CH:4]=[C:5]([N:8]2[CH2:13][CH2:12][NH:11][CH2:10][CH2:9]2)[C:6]=1[F:7].Cl. Product: [CH:1]1[C:2]2[C:17](=[O:18])[C:16]([C:19]([OH:21])=[O:20])=[CH:15][N:14]([CH:22]3[CH2:23][CH2:24]3)[C:3]=2[CH:4]=[C:5]([N:8]2[CH2:9][CH2:10][NH:11][CH2:12][CH2:13]2)[C:6]=1[F:7]. The catalyst class is: 14. (6) Reactant: [CH2:1]([C@@H:8]1[NH:13][CH2:12][CH2:11][N:10]([CH2:14][C:15]2[CH:20]=[CH:19][C:18]([C:21]3[CH:26]=[CH:25][CH:24]=[CH:23][C:22]=3[Cl:27])=[CH:17][CH:16]=2)[CH2:9]1)[C:2]1[CH:7]=[CH:6][CH:5]=[CH:4][CH:3]=1.[CH:28](N(CC)C(C)C)(C)[CH3:29].BrCC. Product: [CH2:28]([N:13]1[CH2:12][CH2:11][N:10]([CH2:14][C:15]2[CH:20]=[CH:19][C:18]([C:21]3[CH:26]=[CH:25][CH:24]=[CH:23][C:22]=3[Cl:27])=[CH:17][CH:16]=2)[CH2:9][C@@H:8]1[CH2:1][C:2]1[CH:3]=[CH:4][CH:5]=[CH:6][CH:7]=1)[CH3:29]. The catalyst class is: 1. (7) Reactant: [CH:1]1([C@H:5]([NH:7][C:8]2[N:16]=[C:15]([C:17]#[N:18])[N:14]=[C:13]3[C:9]=2[N:10]([CH2:19][C@H:20]2[CH2:25][CH2:24][C@H:23]([C:26]([F:29])([F:28])[F:27])[CH2:22][CH2:21]2)[CH:11]=[N:12]3)[CH3:6])[CH2:4][CH2:3][CH2:2]1.Br[C:31]1[CH:36]=[C:35]([CH:37]([CH3:39])[CH3:38])[CH:34]=[CH:33][N:32]=1.[F-].[Cs+].C(O)(=O)C(C)(C)C. Product: [CH:1]1([C@H:5]([NH:7][C:8]2[N:16]=[C:15]([C:17]#[N:18])[N:14]=[C:13]3[C:9]=2[N:10]([CH2:19][C@H:20]2[CH2:21][CH2:22][C@H:23]([C:26]([F:27])([F:28])[F:29])[CH2:24][CH2:25]2)[C:11]([C:31]2[CH:36]=[C:35]([CH:37]([CH3:39])[CH3:38])[CH:34]=[CH:33][N:32]=2)=[N:12]3)[CH3:6])[CH2:4][CH2:3][CH2:2]1. The catalyst class is: 160.